This data is from Forward reaction prediction with 1.9M reactions from USPTO patents (1976-2016). The task is: Predict the product of the given reaction. (1) Given the reactants [OH:1][CH2:2][CH2:3][C:4]1[CH:9]=[CH:8][CH:7]=[CH:6][C:5]=1[C:10]#[C:11][C:12]1[CH:17]=[CH:16][C:15]([CH2:18][CH2:19][C:20]([O:22][CH3:23])=[O:21])=[CH:14][CH:13]=1.[C:24]1([CH3:34])[CH:29]=[CH:28][C:27]([S:30](Cl)(=[O:32])=[O:31])=[CH:26][CH:25]=1.CCN(CC)CC.Cl, predict the reaction product. The product is: [S:30]([O:1][CH2:2][CH2:3][C:4]1[CH:9]=[CH:8][CH:7]=[CH:6][C:5]=1[C:10]#[C:11][C:12]1[CH:13]=[CH:14][C:15]([CH2:18][CH2:19][C:20]([O:22][CH3:23])=[O:21])=[CH:16][CH:17]=1)([C:27]1[CH:28]=[CH:29][C:24]([CH3:34])=[CH:25][CH:26]=1)(=[O:32])=[O:31]. (2) Given the reactants Br[C:2]1[CH:3]=[N:4][C:5]([NH:8][CH2:9][CH2:10][N:11]2[CH2:16][CH2:15][O:14][CH2:13][CH2:12]2)=[N:6][CH:7]=1.[C:17]([C:19]1[CH:20]=[C:21]([NH2:26])[CH:22]=[CH:23][C:24]=1C)#[CH:18].[NH:27]1CCCCC1, predict the reaction product. The product is: [NH2:26][C:21]1[CH:20]=[C:19]([C:17]#[C:18][C:2]2[CH:3]=[N:4][C:5]([NH:8][CH2:9][CH2:10][N:11]3[CH2:16][CH2:15][O:14][CH2:13][CH2:12]3)=[N:6][CH:7]=2)[C:24]([CH3:23])=[N:27][CH:22]=1.